This data is from Reaction yield outcomes from USPTO patents with 853,638 reactions. The task is: Predict the reaction yield, written as a fraction of the theoretical maximum amount of product (1.0 means a 100% yield; for example, 0.34 means a 34% yield). The reactants are [CH2:1]1[C:3]2([CH2:8][CH2:7][CH2:6][CH2:5][N:4]2[C:9]2[N:13]3[CH:14]=[C:15]([O:18][C@H:19]4[C:28]5[C:23](=[CH:24][CH:25]=[CH:26][CH:27]=5)[C@@H:22]([NH:29][C:30](=[O:55])[NH:31][C:32]5[N:36]([C:37]6[CH:38]=[C:39]([CH:48]=[CH:49][CH:50]=6)[O:40][CH2:41][CH2:42]OS(C)(=O)=O)[N:35]=[C:34]([C:51]([CH3:54])([CH3:53])[CH3:52])[CH:33]=5)[CH2:21][CH2:20]4)[CH:16]=[CH:17][C:12]3=[N:11][N:10]=2)[CH2:2]1.[CH3:56][NH:57][CH3:58].C1C[O:62]CC1. No catalyst specified. The product is [CH:30]([OH:55])=[O:62].[CH2:2]1[C:3]2([CH2:8][CH2:7][CH2:6][CH2:5][N:4]2[C:9]2[N:13]3[CH:14]=[C:15]([O:18][C@H:19]4[C:28]5[C:23](=[CH:24][CH:25]=[CH:26][CH:27]=5)[C@@H:22]([NH:29][C:30]([NH:31][C:32]5[N:36]([C:37]6[CH:50]=[CH:49][CH:48]=[C:39]([O:40][CH2:41][CH2:42][N:57]([CH3:58])[CH3:56])[CH:38]=6)[N:35]=[C:34]([C:51]([CH3:53])([CH3:54])[CH3:52])[CH:33]=5)=[O:55])[CH2:21][CH2:20]4)[CH:16]=[CH:17][C:12]3=[N:11][N:10]=2)[CH2:1]1. The yield is 0.650.